Dataset: NCI-60 drug combinations with 297,098 pairs across 59 cell lines. Task: Regression. Given two drug SMILES strings and cell line genomic features, predict the synergy score measuring deviation from expected non-interaction effect. Drug 1: CCCCC(=O)OCC(=O)C1(CC(C2=C(C1)C(=C3C(=C2O)C(=O)C4=C(C3=O)C=CC=C4OC)O)OC5CC(C(C(O5)C)O)NC(=O)C(F)(F)F)O. Drug 2: CN(CCCl)CCCl.Cl. Cell line: OVCAR-4. Synergy scores: CSS=19.1, Synergy_ZIP=-2.15, Synergy_Bliss=4.73, Synergy_Loewe=4.72, Synergy_HSA=4.54.